Dataset: Full USPTO retrosynthesis dataset with 1.9M reactions from patents (1976-2016). Task: Predict the reactants needed to synthesize the given product. (1) Given the product [NH3:2].[C:1](/[N:3]=[C:4](/[NH:9][CH2:10][C:11]1[N:19]=[C:18]2[C:14]([N:15]=[CH:16][N:17]2[C@@H:20]2[O:24][C@H:23]([C:25]([NH:27][CH2:28][CH3:29])=[O:26])[C@@H:22]([OH:30])[C@H:21]2[OH:31])=[C:13]([NH:32][CH2:33][CH:34]([C:35]2[CH:36]=[CH:37][CH:38]=[CH:39][CH:40]=2)[C:41]2[CH:46]=[CH:45][CH:44]=[CH:43][CH:42]=2)[N:12]=1)\[NH:47][CH2:48][CH2:49][N:50]1[CH2:55][CH2:54][CH2:53][CH2:52][CH2:51]1)#[N:2], predict the reactants needed to synthesize it. The reactants are: [C:1]([N:3]=[C:4](SC)SC)#[N:2].[NH2:9][CH2:10][C:11]1[N:19]=[C:18]2[C:14]([N:15]=[CH:16][N:17]2[C@@H:20]2[O:24][C@H:23]([C:25]([NH:27][CH2:28][CH3:29])=[O:26])[C@@H:22]([OH:30])[C@H:21]2[OH:31])=[C:13]([NH:32][CH2:33][CH:34]([C:41]2[CH:46]=[CH:45][CH:44]=[CH:43][CH:42]=2)[C:35]2[CH:40]=[CH:39][CH:38]=[CH:37][CH:36]=2)[N:12]=1.[NH2:47][CH2:48][CH2:49][N:50]1[CH2:55][CH2:54][CH2:53][CH2:52][CH2:51]1. (2) Given the product [CH2:7]([N:26]1[C:19]2=[N:18][C:17]([N:31]3[CH2:36][CH2:35][O:34][CH2:33][CH2:32]3)=[C:16]([F:15])[C:21](=[O:22])[N:20]2[CH2:23][CH2:24][C@H:25]1[C:27]([F:28])([F:30])[F:29])[C:8]1[CH:13]=[CH:12][CH:11]=[CH:10][CH:9]=1, predict the reactants needed to synthesize it. The reactants are: C(=O)([O-])[O-].[Cs+].[Cs+].[CH2:7](Br)[C:8]1[CH:13]=[CH:12][CH:11]=[CH:10][CH:9]=1.[F:15][C:16]1[C:21](=[O:22])[N:20]2[CH2:23][CH2:24][C@@H:25]([C:27]([F:30])([F:29])[F:28])[NH:26][C:19]2=[N:18][C:17]=1[N:31]1[CH2:36][CH2:35][O:34][CH2:33][CH2:32]1. (3) Given the product [F:40][C@H:35]1[C@@H:36]([OH:39])[CH2:37][CH2:38][N:33]([C:29]2[N:28]=[C:27]([NH:26][C:2]3[N:7]=[CH:6][C:5]4[N:8]=[C:9]([C@H:17]([O:19][CH:20]5[CH2:25][CH2:24][CH2:23][CH2:22][O:21]5)[CH3:18])[N:10]([C@@H:11]([CH3:16])[C:12]([F:15])([F:14])[F:13])[C:4]=4[CH:3]=3)[CH:32]=[CH:31][N:30]=2)[CH2:34]1, predict the reactants needed to synthesize it. The reactants are: Cl[C:2]1[N:7]=[CH:6][C:5]2[N:8]=[C:9]([C@H:17]([O:19][CH:20]3[CH2:25][CH2:24][CH2:23][CH2:22][O:21]3)[CH3:18])[N:10]([C@@H:11]([CH3:16])[C:12]([F:15])([F:14])[F:13])[C:4]=2[CH:3]=1.[NH2:26][C:27]1[CH:32]=[CH:31][N:30]=[C:29]([N:33]2[CH2:38][CH2:37][C@H:36]([OH:39])[C@H:35]([F:40])[CH2:34]2)[N:28]=1.C1(P(C2CCCCC2)C2C=CC=CC=2C2C(C(C)C)=CC(C(C)C)=CC=2C(C)C)CCCCC1.C(=O)([O-])[O-].[Cs+].[Cs+].